This data is from Catalyst prediction with 721,799 reactions and 888 catalyst types from USPTO. The task is: Predict which catalyst facilitates the given reaction. (1) Reactant: Br[CH2:2][C:3]([N:5]([CH2:16][CH2:17][C:18]([O:20][CH2:21][C:22]1[CH:27]=[CH:26][CH:25]=[CH:24][CH:23]=1)=[O:19])[CH2:6][CH2:7][O:8][Si:9]([C:12]([CH3:15])([CH3:14])[CH3:13])([CH3:11])[CH3:10])=[O:4].CCN(CC)CC.[Si:35]([O:42][CH2:43][CH2:44][NH2:45])([C:38]([CH3:41])([CH3:40])[CH3:39])([CH3:37])[CH3:36]. Product: [Si:9]([O:8][CH2:7][CH2:6][N:5]([CH2:16][CH2:17][C:18]([O:20][CH2:21][C:22]1[CH:27]=[CH:26][CH:25]=[CH:24][CH:23]=1)=[O:19])[C:3](=[O:4])[CH2:2][NH:45][CH2:44][CH2:43][O:42][Si:35]([CH3:36])([CH3:37])[C:38]([CH3:39])([CH3:40])[CH3:41])([C:12]([CH3:15])([CH3:14])[CH3:13])([CH3:11])[CH3:10]. The catalyst class is: 49. (2) Reactant: I[C:2]1[CH:29]=[CH:28][C:5]2[N:6]([CH2:9][C:10]3[CH:27]=[CH:26][C:13]4[N:14]=[C:15]([NH:17][C@@H:18]5[CH2:23][CH2:22][CH2:21][C@@H:20]([OH:24])[C@H:19]5[OH:25])[S:16][C:12]=4[CH:11]=3)[CH:7]=[N:8][C:4]=2[CH:3]=1.[NH:30]1[CH2:35][CH2:34][O:33][CH2:32][CH2:31]1.N1CCC[C@H]1C(O)=O.C([O-])([O-])=O.[K+].[K+]. Product: [O:33]1[CH2:34][CH2:35][N:30]([C:2]2[CH:29]=[CH:28][C:5]3[N:6]([CH2:9][C:10]4[CH:27]=[CH:26][C:13]5[N:14]=[C:15]([NH:17][C@@H:18]6[CH2:23][CH2:22][CH2:21][C@@H:20]([OH:24])[C@H:19]6[OH:25])[S:16][C:12]=5[CH:11]=4)[CH:7]=[N:8][C:4]=3[CH:3]=2)[CH2:31][CH2:32]1. The catalyst class is: 156. (3) Reactant: [F:1][C:2]1[C:14]2[C:13]3[C:8](=[CH:9][CH:10]=[CH:11][C:12]=3[F:15])[NH:7][C:6]=2[CH:5]=[CH:4][CH:3]=1.[OH-].[K+].[CH2:18]([CH:20]1[O:22][CH2:21]1)Br. Product: [F:1][C:2]1[C:14]2[C:13]3[C:8](=[CH:9][CH:10]=[CH:11][C:12]=3[F:15])[N:7]([CH2:18][CH:20]3[CH2:21][O:22]3)[C:6]=2[CH:5]=[CH:4][CH:3]=1. The catalyst class is: 9.